Dataset: NCI-60 drug combinations with 297,098 pairs across 59 cell lines. Task: Regression. Given two drug SMILES strings and cell line genomic features, predict the synergy score measuring deviation from expected non-interaction effect. (1) Drug 1: CC(C1=C(C=CC(=C1Cl)F)Cl)OC2=C(N=CC(=C2)C3=CN(N=C3)C4CCNCC4)N. Drug 2: C1=NC2=C(N=C(N=C2N1C3C(C(C(O3)CO)O)O)F)N. Cell line: SF-295. Synergy scores: CSS=13.8, Synergy_ZIP=-3.76, Synergy_Bliss=-0.418, Synergy_Loewe=-24.7, Synergy_HSA=-0.468. (2) Drug 1: C1CC(C1)(C(=O)O)C(=O)O.[NH2-].[NH2-].[Pt+2]. Drug 2: C(CCl)NC(=O)N(CCCl)N=O. Cell line: RPMI-8226. Synergy scores: CSS=15.4, Synergy_ZIP=-0.0537, Synergy_Bliss=1.73, Synergy_Loewe=3.39, Synergy_HSA=3.23. (3) Drug 1: C1CN1C2=NC(=NC(=N2)N3CC3)N4CC4. Drug 2: C1=CC(=CC=C1CC(C(=O)O)N)N(CCCl)CCCl.Cl. Cell line: SK-MEL-28. Synergy scores: CSS=16.0, Synergy_ZIP=-7.94, Synergy_Bliss=-0.642, Synergy_Loewe=-2.56, Synergy_HSA=1.40.